The task is: Predict the product of the given reaction.. This data is from Forward reaction prediction with 1.9M reactions from USPTO patents (1976-2016). (1) Given the reactants [CH:1]1([CH2:7][CH2:8][CH2:9][C@@H:10]([C:19]2[O:23][N:22]=[C:21]([CH2:24]OS(C3C=CC(C)=CC=3)(=O)=O)[N:20]=2)[CH2:11][C:12]([O:14][C:15]([CH3:18])([CH3:17])[CH3:16])=[O:13])[CH2:6][CH2:5][CH2:4][CH2:3][CH2:2]1.[NH2:36][CH:37]([CH2:40][CH3:41])[CH2:38][CH3:39], predict the reaction product. The product is: [CH:1]1([CH2:7][CH2:8][CH2:9][C@@H:10]([C:19]2[O:23][N:22]=[C:21]([CH2:24][NH:36][CH:37]([CH2:40][CH3:41])[CH2:38][CH3:39])[N:20]=2)[CH2:11][C:12]([O:14][C:15]([CH3:16])([CH3:18])[CH3:17])=[O:13])[CH2:2][CH2:3][CH2:4][CH2:5][CH2:6]1. (2) Given the reactants [I:1][C:2]1[CH:9]=[CH:8][C:5]([CH2:6]Br)=[CH:4][CH:3]=1.[CH3:10][NH:11][CH3:12], predict the reaction product. The product is: [CH3:10][N:11]([CH2:6][C:5]1[CH:8]=[CH:9][C:2]([I:1])=[CH:3][CH:4]=1)[CH3:12]. (3) Given the reactants Br[C:2]1[C:11](=[O:12])[N:10]([CH3:13])[C:9]2[C:8]([C:14]3[CH:19]=[CH:18][C:17]([F:20])=[CH:16][C:15]=3[F:21])=[N:7][N:6]=[CH:5][C:4]=2[CH:3]=1.C1(P(C2C=CC=CC=2)C2C3OC4C(=CC=CC=4P(C4C=CC=CC=4)C4C=CC=CC=4)C(C)(C)C=3C=CC=2)C=CC=CC=1.C(=O)([O-])[O-].[Cs+].[Cs+].[F:70][C:71]1[CH:76]=[C:75]([F:77])[CH:74]=[CH:73][C:72]=1[NH2:78], predict the reaction product. The product is: [F:21][C:15]1[CH:16]=[C:17]([F:20])[CH:18]=[CH:19][C:14]=1[C:8]1[C:9]2[N:10]([CH3:13])[C:11](=[O:12])[C:2]([NH:78][C:72]3[CH:73]=[CH:74][C:75]([F:77])=[CH:76][C:71]=3[F:70])=[CH:3][C:4]=2[CH:5]=[N:6][N:7]=1. (4) Given the reactants [Br:1][C:2]1[CH:7]=[CH:6][CH:5]=[C:4]([I:8])[CH:3]=1.[CH2:9](I)[CH3:10].[Li+].CC([N-]C(C)C)C.[NH4+].[Cl-], predict the reaction product. The product is: [Br:1][C:2]1[CH:7]=[CH:6][CH:5]=[C:4]([I:8])[C:3]=1[CH2:9][CH3:10]. (5) Given the reactants [C:1]12([C:11]3[CH:30]=[CH:29][C:14]([O:15][CH2:16][C:17]4[O:18][C:19]5[CH:25]=[CH:24][C:23](C(O)=O)=[CH:22][C:20]=5[N:21]=4)=[CH:13][CH:12]=3)[CH2:10][CH:5]3[CH2:6][CH:7]([CH2:9][CH:3]([CH2:4]3)[CH2:2]1)[CH2:8]2.CNC.CN(C(ON1N=NC2C=CC=CC1=2)=[N+](C)C)C.F[P-](F)(F)(F)(F)F.CCN(C(C)C)C(C)C.[CH3:67][N:68]([CH:70]=[O:71])[CH3:69], predict the reaction product. The product is: [CH3:67][N:68]([CH3:69])[C:70]([C:23]1[CH:24]=[CH:25][C:19]2[O:18][C:17]([CH2:16][O:15][C:14]3[CH:13]=[CH:12][C:11]([C:1]45[CH2:8][CH:7]6[CH2:6][CH:5]([CH2:4][CH:3]([CH2:9]6)[CH2:2]4)[CH2:10]5)=[CH:30][CH:29]=3)=[N:21][C:20]=2[CH:22]=1)=[O:71]. (6) Given the reactants [CH3:1][O:2][C:3]([C:5]1[C:13]([NH:14][C:15]2[CH:20]=[CH:19][C:18]([I:21])=[CH:17][C:16]=2[Cl:22])=[C:12]([F:23])[C:8]2[N:9]=[CH:10][NH:11][C:7]=2[CH:6]=1)=[O:4].CN(C=O)C.C([O-])([O-])=O.[K+].[K+].[CH:35]([S:37]([CH3:40])(=[O:39])=[O:38])=[CH2:36], predict the reaction product. The product is: [CH3:1][O:2][C:3]([C:5]1[C:13]([NH:14][C:15]2[CH:20]=[CH:19][C:18]([I:21])=[CH:17][C:16]=2[Cl:22])=[C:12]([F:23])[C:8]2[N:9]=[CH:10][N:11]([CH2:36][CH2:35][S:37]([CH3:40])(=[O:39])=[O:38])[C:7]=2[CH:6]=1)=[O:4]. (7) Given the reactants [Br:1][C:2]1[C:3]([CH2:12][C:13]([O:15][CH2:16][CH3:17])=[O:14])=[CH:4][C:5]([NH:8][C:9]([NH2:11])=[S:10])=[N:6][CH:7]=1.Br[CH2:19][C:20](=O)[CH2:21][CH2:22][C:23]1[CH:28]=[CH:27][CH:26]=[CH:25][CH:24]=1.CCN(C(C)C)C(C)C, predict the reaction product. The product is: [Br:1][C:2]1[C:3]([CH2:12][C:13]([O:15][CH2:16][CH3:17])=[O:14])=[CH:4][C:5]([NH:8][C:9]2[S:10][CH:19]=[C:20]([CH2:21][CH2:22][C:23]3[CH:28]=[CH:27][CH:26]=[CH:25][CH:24]=3)[N:11]=2)=[N:6][CH:7]=1.